Dataset: CYP3A4 inhibition data for predicting drug metabolism from PubChem BioAssay. Task: Regression/Classification. Given a drug SMILES string, predict its absorption, distribution, metabolism, or excretion properties. Task type varies by dataset: regression for continuous measurements (e.g., permeability, clearance, half-life) or binary classification for categorical outcomes (e.g., BBB penetration, CYP inhibition). Dataset: cyp3a4_veith. The drug is CCNc1ncc2nc(-c3ccc(F)cc3)c(=O)n(Cc3ccc(F)cc3)c2n1. The result is 0 (non-inhibitor).